From a dataset of Reaction yield outcomes from USPTO patents with 853,638 reactions. Predict the reaction yield, written as a fraction of the theoretical maximum amount of product (1.0 means a 100% yield; for example, 0.34 means a 34% yield). (1) The reactants are [CH3:1][C:2]1[CH:6]=[C:5]([N:7]2[CH2:11][CH2:10][N:9]([CH2:12][CH2:13][O:14][C:15]3[CH:20]=[CH:19][CH:18]=[CH:17][CH:16]=3)[C:8]2=[O:21])[S:4][C:3]=1[C:22]([O:24]CC)=[O:23].[OH-].[Na+].Cl. The catalyst is C(O)C. The yield is 0.990. The product is [CH3:1][C:2]1[CH:6]=[C:5]([N:7]2[CH2:11][CH2:10][N:9]([CH2:12][CH2:13][O:14][C:15]3[CH:20]=[CH:19][CH:18]=[CH:17][CH:16]=3)[C:8]2=[O:21])[S:4][C:3]=1[C:22]([OH:24])=[O:23]. (2) The reactants are [OH:1][C:2]1[C:3]([C:27]([NH:29][CH2:30][C:31]([OH:33])=[O:32])=[O:28])=[C:4]2[C:9](=[CH:10][C:11]=1[C:12]1[CH:16]=[CH:15][N:14]([Si](C(C)C)(C(C)C)C(C)C)[CH:13]=1)[N:8]=[CH:7][CH:6]=[N:5]2.[OH-].[Na+]. The catalyst is C(O)C. The product is [OH:1][C:2]1[C:3]([C:27]([NH:29][CH2:30][C:31]([OH:33])=[O:32])=[O:28])=[C:4]2[C:9](=[CH:10][C:11]=1[C:12]1[CH:16]=[CH:15][NH:14][CH:13]=1)[N:8]=[CH:7][CH:6]=[N:5]2. The yield is 0.810. (3) The reactants are [C:1]([NH2:9])(=[S:8])[C:2]1[CH:7]=[CH:6][CH:5]=[N:4][CH:3]=1.Br[CH2:11][C:12](=O)[C:13]([O:15][CH2:16][CH3:17])=[O:14].CO. The catalyst is C(O)C.C(Cl)(Cl)Cl. The product is [N:4]1[CH:5]=[CH:6][CH:7]=[C:2]([C:1]2[S:8][CH:11]=[C:12]([C:13]([O:15][CH2:16][CH3:17])=[O:14])[N:9]=2)[CH:3]=1. The yield is 0.710.